This data is from Forward reaction prediction with 1.9M reactions from USPTO patents (1976-2016). The task is: Predict the product of the given reaction. (1) Given the reactants [O:1]([CH2:8][CH2:9][C@@H:10]1[CH2:15][N:14]([C:16]([O:18][CH2:19][C:20]2[CH:25]=[CH:24][CH:23]=[CH:22][CH:21]=2)=[O:17])[CH2:13][CH2:12][N:11]1C(OC(C)(C)C)=O)[C:2]1[CH:7]=[CH:6][CH:5]=[CH:4][CH:3]=1.C(O)(C(F)(F)F)=O.C(=O)([O-])O.[Na+].C(=O)([O-])[O-].[K+].[K+], predict the reaction product. The product is: [O:1]([CH2:8][CH2:9][C@H:10]1[NH:11][CH2:12][CH2:13][N:14]([C:16]([O:18][CH2:19][C:20]2[CH:21]=[CH:22][CH:23]=[CH:24][CH:25]=2)=[O:17])[CH2:15]1)[C:2]1[CH:3]=[CH:4][CH:5]=[CH:6][CH:7]=1. (2) Given the reactants [CH2:1]([C@H:8]1[CH2:12][O:11][C:10](=[O:13])[NH:9]1)[C:2]1[CH:7]=[CH:6][CH:5]=[CH:4][CH:3]=1.[Li]CCCC.[F:19][C:20]([F:28])([F:27])[C:21]([CH3:26])=[CH:22][C:23](Cl)=[O:24].O, predict the reaction product. The product is: [CH2:1]([C@H:8]1[CH2:12][O:11][C:10](=[O:13])[N:9]1[C:23](=[O:24])/[CH:22]=[C:21](\[CH3:26])/[C:20]([F:28])([F:27])[F:19])[C:2]1[CH:3]=[CH:4][CH:5]=[CH:6][CH:7]=1.